Dataset: Reaction yield outcomes from USPTO patents with 853,638 reactions. Task: Predict the reaction yield, written as a fraction of the theoretical maximum amount of product (1.0 means a 100% yield; for example, 0.34 means a 34% yield). (1) The reactants are I[C:2]1[N:10]=[CH:9][N:8]=[C:7]2[C:3]=1[N:4]=[CH:5][N:6]2[C@H:11]1[C@@H:15]2[O:16][C:17]([CH3:20])([CH3:19])[O:18][C@@H:14]2[C@@H:13]([CH2:21][NH:22][S:23]([NH2:26])(=[O:25])=[O:24])[O:12]1.[C:27]1([C:33]#[CH:34])[CH:32]=[CH:31][CH:30]=[CH:29][CH:28]=1.CCN(C(C)C)C(C)C. The catalyst is CN(C=O)C.[Cu]I.Cl[Pd](Cl)([P](C1C=CC=CC=1)(C1C=CC=CC=1)C1C=CC=CC=1)[P](C1C=CC=CC=1)(C1C=CC=CC=1)C1C=CC=CC=1. The product is [CH3:19][C:17]1([CH3:20])[O:16][C@H:15]2[C@H:11]([N:6]3[CH:5]=[N:4][C:3]4[C:7]3=[N:8][CH:9]=[N:10][C:2]=4[C:34]#[C:33][C:27]3[CH:32]=[CH:31][CH:30]=[CH:29][CH:28]=3)[O:12][C@H:13]([CH2:21][NH:22][S:23]([NH2:26])(=[O:25])=[O:24])[C@H:14]2[O:18]1. The yield is 0.600. (2) The reactants are [OH-].[Na+].[Cl:3][C:4]1[CH:5]=[C:6]2[C:12]3=[CH:13][C:14]4[C:22](=[CH:23][C:11]3=[N:10][C:7]2=[CH:8][CH:9]=1)[C:21]1[C:16](=[CH:17][CH:18]=[C:19]([Cl:24])[CH:20]=1)[N:15]=4.Br[CH2:26][CH2:27][CH2:28][CH2:29][CH2:30][CH2:31][CH2:32][CH2:33][CH2:34][CH2:35][CH2:36][CH3:37].CO. The catalyst is [Cl-].C([N+](CC)(CC)CC)C1C=CC=CC=1.CS(C)=O. The product is [Cl:24][C:19]1[CH:20]=[C:21]2[C:22]3=[CH:23][C:11]4[N:10]([CH2:26][CH2:27][CH2:28][CH2:29][CH2:30][CH2:31][CH2:32][CH2:33][CH2:34][CH2:35][CH2:36][CH3:37])[C:7]5[C:6]([C:12]=4[CH:13]=[C:14]3[N:15]([CH2:19][CH2:20][CH2:21][CH2:22][CH2:23][CH2:11][CH2:12][CH2:6][CH2:5][CH2:4][CH2:9][CH3:8])[C:16]2=[CH:17][CH:18]=1)=[CH:5][C:4]([Cl:3])=[CH:9][CH:8]=5. The yield is 0.880. (3) The reactants are [OH:1][CH:2]([CH3:7])[C:3]([NH:5][OH:6])=[NH:4].[Cl:8][C:9]1[CH:10]=[C:11]([CH:15]=[CH:16][CH:17]=1)[C:12](Cl)=O. The catalyst is N1C=CC=CC=1. The product is [Cl:8][C:9]1[CH:10]=[C:11]([C:12]2[O:6][N:5]=[C:3]([CH:2]([OH:1])[CH3:7])[N:4]=2)[CH:15]=[CH:16][CH:17]=1. The yield is 0.600. (4) The reactants are [CH2:1]([S:3]([N:6]1[CH2:11][CH2:10][CH:9]([C:12]2[C:20]3[C:15](=[C:16]([C:29]([NH2:31])=[O:30])[CH:17]=[C:18]([C:21]4[CH:26]=[CH:25][CH:24]=[C:23]([CH:27]=O)[CH:22]=4)[CH:19]=3)[NH:14][CH:13]=2)[CH2:8][CH2:7]1)(=[O:5])=[O:4])[CH3:2].[CH3:32][CH:33]([CH2:36][CH3:37])[CH2:34][NH2:35].[BH4-].[Na+]. The catalyst is ClCCl.CO.C(O)(=O)C. The product is [CH2:1]([S:3]([N:6]1[CH2:11][CH2:10][CH:9]([C:12]2[C:20]3[C:15](=[C:16]([C:29]([NH2:31])=[O:30])[CH:17]=[C:18]([C:21]4[CH:26]=[CH:25][CH:24]=[C:23]([CH2:27][NH:35][CH2:34][CH:33]([CH3:32])[CH2:36][CH3:37])[CH:22]=4)[CH:19]=3)[NH:14][CH:13]=2)[CH2:8][CH2:7]1)(=[O:5])=[O:4])[CH3:2]. The yield is 0.556.